This data is from Ames mutagenicity test results for genotoxicity prediction. The task is: Regression/Classification. Given a drug SMILES string, predict its toxicity properties. Task type varies by dataset: regression for continuous values (e.g., LD50, hERG inhibition percentage) or binary classification for toxic/non-toxic outcomes (e.g., AMES mutagenicity, cardiotoxicity, hepatotoxicity). Dataset: ames. (1) The molecule is C1OC1C1CO1. The result is 1 (mutagenic). (2) The molecule is COc1cccc2c1CC([N+](=O)[O-])c1ccc3c(c1-2)OCO3. The result is 1 (mutagenic). (3) The compound is COc1c(Cl)c(Cl)c(Cl)c(Cl)c1Cl. The result is 1 (mutagenic). (4) The drug is CCOC(=O)C(=NNc1ccc(-c2ccc(NN=C(C(=O)OCC)C(=O)OCC)cc2)cc1)C(=O)OCC. The result is 0 (non-mutagenic). (5) The molecule is NC(=O)c1ccccc1O. The result is 0 (non-mutagenic). (6) The compound is CN(Cc1cccc(C#N)c1)N=O. The result is 1 (mutagenic). (7) The molecule is CCCCON(OC(C)=O)C(=O)c1ccc2ccccc2c1. The result is 1 (mutagenic).